Dataset: Catalyst prediction with 721,799 reactions and 888 catalyst types from USPTO. Task: Predict which catalyst facilitates the given reaction. (1) Reactant: [CH2:1]([O:8][C:9]([NH:11][C@H:12]([C:14]([OH:16])=O)[CH3:13])=[O:10])[C:2]1[CH:7]=[CH:6][CH:5]=[CH:4][CH:3]=1.Cl.[CH3:18][NH:19][O:20][CH3:21].ON1C2C=CC=CC=2N=N1.C(N(C(C)C)CC)(C)C.Cl.C(N=C=NCCCN(C)C)C.Cl. Product: [CH2:1]([O:8][C:9](=[O:10])[NH:11][C@H:12]([C:14](=[O:16])[N:19]([O:20][CH3:21])[CH3:18])[CH3:13])[C:2]1[CH:3]=[CH:4][CH:5]=[CH:6][CH:7]=1. The catalyst class is: 1. (2) Reactant: [C:1]([NH:5][S:6]([C:9]1[CH:14]=[CH:13][C:12]([N:15]=[CH:16][C:17]2[CH:22]=[CH:21][C:20]([O:23][CH3:24])=[C:19]([F:25])[CH:18]=2)=[CH:11][CH:10]=1)(=[O:8])=[O:7])([CH3:4])([CH3:3])[CH3:2].S([CH2:36][N+:37]#[C-:38])(C1C=CC(C)=CC=1)(=O)=O.C([O-])([O-])=O.[K+].[K+].COCCOC. Product: [C:1]([NH:5][S:6]([C:9]1[CH:10]=[CH:11][C:12]([N:15]2[C:16]([C:17]3[CH:22]=[CH:21][C:20]([O:23][CH3:24])=[C:19]([F:25])[CH:18]=3)=[CH:38][N:37]=[CH:36]2)=[CH:13][CH:14]=1)(=[O:8])=[O:7])([CH3:4])([CH3:3])[CH3:2]. The catalyst class is: 5. (3) Reactant: [CH3:1][C:2]1[CH:9]=[CH:8][C:5]([C:6]#[N:7])=[C:4]([N+]([O-])=O)[CH:3]=1.[OH:13][C:14]1[CH:15]=[C:16]([CH:19]=[CH:20][CH:21]=1)[CH:17]=[O:18].C(=O)([O-])[O-].[Cs+].[Cs+].O. Product: [CH:17]([C:16]1[CH:15]=[C:14]([CH:21]=[CH:20][CH:19]=1)[O:13][C:4]1[CH:3]=[C:2]([CH3:1])[CH:9]=[CH:8][C:5]=1[C:6]#[N:7])=[O:18]. The catalyst class is: 3. (4) Reactant: Br[C:2]1[CH:3]=[C:4]([CH3:8])[CH:5]=[CH:6][CH:7]=1.[OH:9][CH2:10][C:11]1[CH:16]=[CH:15][C:14](B(O)O)=[CH:13][CH:12]=1.C(=O)([O-])[O-].[Na+].[Na+]. Product: [CH3:8][C:4]1[CH:3]=[C:2]([C:14]2[CH:15]=[CH:16][C:11]([CH2:10][OH:9])=[CH:12][CH:13]=2)[CH:7]=[CH:6][CH:5]=1. The catalyst class is: 73.